This data is from Forward reaction prediction with 1.9M reactions from USPTO patents (1976-2016). The task is: Predict the product of the given reaction. (1) Given the reactants Cl[C:2]1[N:7]=[N:6][C:5]([C:8]2[C:16]3[C:11](=[N:12][CH:13]=[CH:14][CH:15]=3)[N:10]([CH2:17][C:18]3[CH:23]=[CH:22][CH:21]=[CH:20][C:19]=3[F:24])[N:9]=2)=[N:4][C:3]=1[NH2:25].[CH3:26][C:27]1[CH:32]=[C:31](B(O)O)[CH:30]=[CH:29][N:28]=1.C(=O)([O-])[O-].[K+].[K+].C1(P(C2CCCCC2)C2CCCCC2)CCCCC1, predict the reaction product. The product is: [F:24][C:19]1[CH:20]=[CH:21][CH:22]=[CH:23][C:18]=1[CH2:17][N:10]1[C:11]2=[N:12][CH:13]=[CH:14][CH:15]=[C:16]2[C:8]([C:5]2[N:6]=[N:7][C:2]([C:31]3[CH:30]=[CH:29][N:28]=[C:27]([CH3:26])[CH:32]=3)=[C:3]([NH2:25])[N:4]=2)=[N:9]1. (2) Given the reactants [C:1]([O:5][C@@H:6]([C:11]1[C:40]([CH3:41])=[C:39]([CH2:42][NH:43][CH2:44][C:45]([OH:48])([CH3:47])[CH3:46])[C:38]2=[N:49][C:35]3=[CH:36][N:37]2[C:12]=1[N:13]1[CH2:54][CH2:53][C:16]([CH3:55])([O:17][CH2:18][CH2:19][CH2:20][CH2:21][C@H:22]([CH3:52])[O:23][C:24]2[CH:25]=[CH:26][C:27]([F:51])=[CH:28][C:29]=2[C:30]2[CH:50]=[C:34]3[CH:33]=[CH:32][CH:31]=2)[CH2:15][CH2:14]1)[C:7]([O:9]C)=[O:8])([CH3:4])([CH3:3])[CH3:2].C(O[C@@H](C1C(C)=CC2=NC3=C(Cl)N2C=1N1CCC(C)(OCCCC[C@H](C)OC2C=CC(C)=CC=2C2C=C3C=CC=2)CC1)C(O)=O)(C)(C)C, predict the reaction product. The product is: [C:1]([O:5][C@@H:6]([C:11]1[C:40]([CH3:41])=[C:39]([CH2:42][NH:43][CH2:44][C:45]([OH:48])([CH3:46])[CH3:47])[C:38]2=[N:49][C:35]3=[CH:36][N:37]2[C:12]=1[N:13]1[CH2:14][CH2:15][C:16]([CH3:55])([O:17][CH2:18][CH2:19][CH2:20][CH2:21][C@H:22]([CH3:52])[O:23][C:24]2[CH:25]=[CH:26][C:27]([F:51])=[CH:28][C:29]=2[C:30]2[CH:50]=[C:34]3[CH:33]=[CH:32][CH:31]=2)[CH2:53][CH2:54]1)[C:7]([OH:9])=[O:8])([CH3:2])([CH3:3])[CH3:4]. (3) Given the reactants [O:1]=[C:2]1[NH:6][CH2:5][C@@H:4]([C:7]([O:9][CH2:10][C:11]2[CH:16]=[CH:15][CH:14]=[CH:13][CH:12]=2)=[O:8])[N:3]1[C:17]([O:19][CH2:20][C:21]1[CH:26]=[CH:25][CH:24]=[CH:23][CH:22]=1)=[O:18].[O:27](C(OC(C)(C)C)=O)[C:28]([O:30][C:31]([CH3:34])([CH3:33])[CH3:32])=O, predict the reaction product. The product is: [O:1]=[C:2]1[N:3]([C:17]([O:19][CH2:20][C:21]2[CH:26]=[CH:25][CH:24]=[CH:23][CH:22]=2)=[O:18])[C@H:4]([C:7]([O:9][CH2:10][C:11]2[CH:16]=[CH:15][CH:14]=[CH:13][CH:12]=2)=[O:8])[CH2:5][N:6]1[C:28]([O:30][C:31]([CH3:34])([CH3:33])[CH3:32])=[O:27]. (4) Given the reactants [O:1]=[C:2]1[NH:6][C:5](=[O:7])[C:4](=[CH:8][C:9]2[O:13][C:12]([C:14]3[CH:15]=[C:16]([CH:20]=[CH:21][CH:22]=3)[C:17]([OH:19])=O)=[CH:11][CH:10]=2)S1.C[N:24](C(ON1N=NC2C=CC=CC1=2)=[N+](C)C)C.F[P-](F)(F)(F)(F)F.CCN(C(C)C)C(C)C.[CH3:56][N:57]1[CH2:63][CH2:62][CH2:61][NH:60][CH2:59][CH2:58]1, predict the reaction product. The product is: [CH3:56][N:57]1[CH2:63][CH2:62][CH2:61][N:60]([C:17]([C:16]2[CH:15]=[C:14]([C:12]3[O:13][C:9]([CH:8]=[C:4]4[NH:24][C:2](=[O:1])[NH:6][C:5]4=[O:7])=[CH:10][CH:11]=3)[CH:22]=[CH:21][CH:20]=2)=[O:19])[CH2:59][CH2:58]1. (5) Given the reactants [NH2:1][C:2]1[CH:7]=[CH:6][C:5]([C:8]2[N:12]([CH3:13])[C:11]([C:14]#[N:15])=[CH:10][CH:9]=2)=[CH:4][CH:3]=1.[CH:16]1([C:22](Cl)=[O:23])[CH2:21][CH2:20][CH2:19][CH2:18][CH2:17]1, predict the reaction product. The product is: [C:14]([C:11]1[N:12]([CH3:13])[C:8]([C:5]2[CH:6]=[CH:7][C:2]([NH:1][C:22]([CH:16]3[CH2:21][CH2:20][CH2:19][CH2:18][CH2:17]3)=[O:23])=[CH:3][CH:4]=2)=[CH:9][CH:10]=1)#[N:15]. (6) Given the reactants [Cl-].[Li+].[CH3:3][O:4][C:5]([CH2:7]P(OC)(OC)=O)=[O:6].C1CCN2C(=NCCC2)CC1.[O:25]1[C:29]([CH:30]=O)=[CH:28][C:27]2[CH:32]=[CH:33][CH:34]=[CH:35][C:26]1=2.[K+].[Br-], predict the reaction product. The product is: [CH3:3][O:4][C:5](=[O:6])[CH:7]=[CH:30][C:29]1[O:25][C:26]2[CH:35]=[CH:34][CH:33]=[CH:32][C:27]=2[CH:28]=1. (7) Given the reactants [CH3:1][C:2]1([CH3:24])[N:6]([C:7]([O:9][C:10]([CH3:13])([CH3:12])[CH3:11])=[O:8])[C@H:5](/[CH:14]=[CH:15]/[CH:16]=[O:17])[C@@H:4]([C:18]2[CH:23]=[CH:22][CH:21]=[CH:20][CH:19]=2)[O:3]1, predict the reaction product. The product is: [CH3:1][C:2]1([CH3:24])[N:6]([C:7]([O:9][C:10]([CH3:11])([CH3:12])[CH3:13])=[O:8])[C@H:5]([CH2:14][CH2:15][CH:16]=[O:17])[C@@H:4]([C:18]2[CH:23]=[CH:22][CH:21]=[CH:20][CH:19]=2)[O:3]1. (8) Given the reactants [CH2:1]([Li])[CH2:2][CH2:3][CH3:4].[I:6][C:7]1[CH:12]=[CH:11][CH:10]=[CH:9][C:8]=1[CH2:13][CH2:14][CH2:15]C(=O)CC.[Cl-].[NH4+], predict the reaction product. The product is: [CH2:2]([C:3](=[CH2:4])[CH2:15][CH2:14][CH2:13][C:8]1[CH:9]=[CH:10][CH:11]=[CH:12][C:7]=1[I:6])[CH3:1]. (9) Given the reactants Br[C:2]1[C:3]([C:13]#[N:14])=[N:4][N:5]([CH3:12])[C:6]=1[CH2:7][CH2:8][CH2:9][CH2:10][Cl:11].Cl.[NH2:16][C:17]1[CH:22]=[CH:21][CH:20]=[CH:19][C:18]=1B(O)O, predict the reaction product. The product is: [ClH:11].[Cl:11][CH2:10][CH2:9][CH2:8][CH2:7][C:6]1[N:5]([CH3:12])[N:4]=[C:3]2[C:2]=1[C:22]1[CH:21]=[CH:20][CH:19]=[CH:18][C:17]=1[N:16]=[C:13]2[NH2:14]. (10) The product is: [CH2:17]([O:16][C:14](=[O:15])[C:13](=[CH:12][NH:1][C:2]1[CH2:7][CH2:6][CH2:5][C:4](=[O:8])[CH:3]=1)[C:19]([O:21][CH2:22][CH3:23])=[O:20])[CH3:18]. Given the reactants [NH2:1][C:2]1[CH2:7][CH2:6][CH2:5][C:4](=[O:8])[CH:3]=1.C(O[CH:12]=[C:13]([C:19]([O:21][CH2:22][CH3:23])=[O:20])[C:14]([O:16][CH2:17][CH3:18])=[O:15])C, predict the reaction product.